From a dataset of hERG potassium channel inhibition data for cardiac toxicity prediction from Karim et al.. Regression/Classification. Given a drug SMILES string, predict its toxicity properties. Task type varies by dataset: regression for continuous values (e.g., LD50, hERG inhibition percentage) or binary classification for toxic/non-toxic outcomes (e.g., AMES mutagenicity, cardiotoxicity, hepatotoxicity). Dataset: herg_karim. (1) The molecule is Cl.O=C(CCc1ccccc1)c1cc(F)ccc1OCC(O)CN1CCN(C(c2ccccc2)c2ccccc2)CC1. The result is 1 (blocker). (2) The compound is CC(C)N1CCCN(C(=O)C2CC3(CCN(C(=O)c4ccccc4)CC3)C2)CC1. The result is 0 (non-blocker). (3) The compound is C[C@H]1[C@H](/C=C/c2ccc(-c3ccccc3C#N)cn2)[C@@H]2[C@@H](C)OC(=O)[C@]2(C(C)(C)C(N)=O)CC1(F)F. The result is 0 (non-blocker).